Predict the product of the given reaction. From a dataset of Forward reaction prediction with 1.9M reactions from USPTO patents (1976-2016). (1) Given the reactants [Br:1]N1C(=O)NC(=O)N(Br)C1=O.[F:12][C:13]1[CH:18]=[C:17]([F:19])[CH:16]=[CH:15][C:14]=1[C:20]1[CH:25]=[CH:24][C:23]([C:26]([O:28][CH3:29])=[O:27])=[C:22]([O:30][CH:31]([CH3:33])[CH3:32])[CH:21]=1.CN(C=O)C, predict the reaction product. The product is: [Br:1][C:25]1[CH:24]=[C:23]([C:26]([O:28][CH3:29])=[O:27])[C:22]([O:30][CH:31]([CH3:33])[CH3:32])=[CH:21][C:20]=1[C:14]1[CH:15]=[CH:16][C:17]([F:19])=[CH:18][C:13]=1[F:12]. (2) Given the reactants CC1C=CC(S(N[C@H](C[C:15]#[C:16][Si:17]([CH3:20])([CH3:19])[CH3:18])C)(=O)=O)=CC=1.[F:21][C:22]1[CH:27]=[CH:26][C:25]([CH:28]2[CH2:30][N@@:29]2[S:31]([C:34]2[CH:39]=[CH:38][CH:37]=[C:36]([C:40]([F:43])([F:42])[F:41])[CH:35]=2)(=[O:33])=[O:32])=[CH:24][CH:23]=1, predict the reaction product. The product is: [F:21][C:22]1[CH:27]=[CH:26][C:25]([C@H:28]([NH:29][S:31]([C:34]2[CH:39]=[CH:38][CH:37]=[C:36]([C:40]([F:43])([F:42])[F:41])[CH:35]=2)(=[O:33])=[O:32])[CH2:30][C:15]#[C:16][Si:17]([CH3:20])([CH3:19])[CH3:18])=[CH:24][CH:23]=1. (3) Given the reactants [CH2:1]([CH:8]([N:12]1[CH2:16][CH2:15][O:14][C:13]1=[O:17])[C:9]([O-:11])=[O:10])C1C=CC=CC=1.[CH:18]([N-]C(C)C)([CH3:20])[CH3:19].[Li+].IC.[CH2:28]1[CH2:32]O[CH2:30][CH2:29]1, predict the reaction product. The product is: [O:17]=[C:13]1[N:12]([CH:8]([CH3:1])[C:9]([O:11][CH2:30][C:29]2[CH:20]=[CH:18][CH:19]=[CH:32][CH:28]=2)=[O:10])[CH2:16][CH2:15][O:14]1. (4) The product is: [CH3:2][NH:3][C:50](=[O:52])[C:49]1[CH:48]=[CH:47][C:46]([N:43]2[CH2:44][CH2:45][N:41]([C:36]3[CH:37]=[N:38][CH:39]=[CH:40][C:35]=3[CH3:34])[C:42]2=[O:55])=[CH:54][CH:53]=1. Given the reactants C[CH2:2][N:3]=C=NCCCN(C)C.C1C=CC2N(O)N=NC=2C=1.CCN(C(C)C)C(C)C.Cl.CN.[CH3:34][C:35]1[CH:40]=[CH:39][N:38]=[CH:37][C:36]=1[N:41]1[CH2:45][CH2:44][N:43]([C:46]2[CH:54]=[CH:53][C:49]([C:50]([OH:52])=O)=[CH:48][CH:47]=2)[C:42]1=[O:55], predict the reaction product.